From a dataset of Reaction yield outcomes from USPTO patents with 853,638 reactions. Predict the reaction yield, written as a fraction of the theoretical maximum amount of product (1.0 means a 100% yield; for example, 0.34 means a 34% yield). (1) The reactants are Br[C:2]1[CH:3]=[C:4]2[C:9](=[CH:10][C:11]=1[F:12])[N:8]([CH2:13][CH3:14])[C:7](=[O:15])[N:6]([CH2:16][CH3:17])[C:5]2=[O:18].[C:19](=[NH:32])([C:26]1[CH:31]=[CH:30][CH:29]=[CH:28][CH:27]=1)[C:20]1[CH:25]=[CH:24][CH:23]=[CH:22][CH:21]=1.CC(C1C=C(C(C)C)C(C2C=CC=CC=2P(C2CCCCC2)C2CCCCC2)=C(C(C)C)C=1)C.C(=O)([O-])[O-].[Cs+].[Cs+]. The catalyst is CN(C=O)C.C1C=CC(/C=C/C(/C=C/C2C=CC=CC=2)=O)=CC=1.C1C=CC(/C=C/C(/C=C/C2C=CC=CC=2)=O)=CC=1.C1C=CC(/C=C/C(/C=C/C2C=CC=CC=2)=O)=CC=1.[Pd].[Pd].C(OCC)(=O)C. The product is [C:20]1([C:19](=[N:32][C:2]2[CH:3]=[C:4]3[C:9](=[CH:10][C:11]=2[F:12])[N:8]([CH2:13][CH3:14])[C:7](=[O:15])[N:6]([CH2:16][CH3:17])[C:5]3=[O:18])[C:26]2[CH:27]=[CH:28][CH:29]=[CH:30][CH:31]=2)[CH:25]=[CH:24][CH:23]=[CH:22][CH:21]=1. The yield is 0.630. (2) No catalyst specified. The reactants are CC([S@]([NH:7][CH:8]([C:10]1[CH:11]=[N:12][C:13]([O:17][CH2:18][C:19]([F:22])([F:21])[F:20])=[C:14]([CH3:16])[CH:15]=1)[CH3:9])=O)(C)C.[ClH:23].CO. The yield is 0.940. The product is [ClH:23].[CH3:16][C:14]1[CH:15]=[C:10]([CH:8]([NH2:7])[CH3:9])[CH:11]=[N:12][C:13]=1[O:17][CH2:18][C:19]([F:22])([F:20])[F:21].